Dataset: Reaction yield outcomes from USPTO patents with 853,638 reactions. Task: Predict the reaction yield, written as a fraction of the theoretical maximum amount of product (1.0 means a 100% yield; for example, 0.34 means a 34% yield). (1) The reactants are [O:1]1[CH:5]=[CH:4][CH:3]=[C:2]1[C:6](Cl)=[O:7].[Cl:9][C:10]1[CH:11]=[C:12]2[C:17](=[CH:18][CH:19]=1)[N:16]([CH3:20])[C:15](=[O:21])[C:14]([C:22]#[N:23])=[C:13]2[N:24]1[CH2:29][CH2:28][NH:27][CH2:26][CH2:25]1. The catalyst is N1C=CC=CC=1. The product is [Cl:9][C:10]1[CH:11]=[C:12]2[C:17](=[CH:18][CH:19]=1)[N:16]([CH3:20])[C:15](=[O:21])[C:14]([C:22]#[N:23])=[C:13]2[N:24]1[CH2:25][CH2:26][N:27]([C:6]([C:2]2[O:1][CH:5]=[CH:4][CH:3]=2)=[O:7])[CH2:28][CH2:29]1. The yield is 0.680. (2) The reactants are [F:1][C:2]1[CH:7]=[CH:6][C:5]([C:8]([C:10]2[N:11]=[C:12]([C:24]3[CH:29]=[CH:28][C:27]([O:30][CH3:31])=[CH:26][CH:25]=3)[N:13](S(C3C=CC=CC=3)(=O)=O)[CH:14]=2)=[O:9])=[CH:4][CH:3]=1.[F-].C([N+](CCCC)(CCCC)CCCC)CCC.C([O-])(O)=O.[Na+]. The catalyst is C1COCC1. The product is [F:1][C:2]1[CH:3]=[CH:4][C:5]([C:8]([C:10]2[N:11]=[C:12]([C:24]3[CH:29]=[CH:28][C:27]([O:30][CH3:31])=[CH:26][CH:25]=3)[NH:13][CH:14]=2)=[O:9])=[CH:6][CH:7]=1. The yield is 0.900. (3) The reactants are [C:1]([OH:10])(=O)/[CH:2]=[CH:3]/[CH2:4][CH2:5][CH2:6][CH2:7][CH3:8].C(Cl)(=O)C(Cl)=O.[CH3:17][C:18]1[CH:27]=[C:26]([N:28]2[CH2:33][CH2:32][NH:31][CH2:30][CH2:29]2)[C:25]2[C:20](=[CH:21][CH:22]=[CH:23][CH:24]=2)[N:19]=1.C(N(CC)CC)C. The catalyst is ClCCl.CN(C=O)C. The product is [CH3:17][C:18]1[CH:27]=[C:26]([N:28]2[CH2:33][CH2:32][N:31]([C:1](=[O:10])/[CH:2]=[CH:3]/[CH2:4][CH2:5][CH2:6][CH2:7][CH3:8])[CH2:30][CH2:29]2)[C:25]2[C:20](=[CH:21][CH:22]=[CH:23][CH:24]=2)[N:19]=1. The yield is 0.770.